Task: Predict which catalyst facilitates the given reaction.. Dataset: Catalyst prediction with 721,799 reactions and 888 catalyst types from USPTO (1) Reactant: [O-2].[Zn+2:2].[C:3]([O-:6])(=[O:5])[CH3:4].[NH4+].[C:8]([O-:12])(=[O:11])[CH2:9]C. Product: [C:3]([O-:6])(=[O:5])[CH3:4].[Zn+2:2].[C:8]([O-:12])(=[O:11])[CH3:9]. The catalyst class is: 6. (2) Reactant: Br[C:2]1[S:3][C:4]([CH2:8][N:9]2[CH2:14][CH2:13][C:12]3([C:22]4[C:17](=[CH:18][CH:19]=[CH:20][CH:21]=4)[CH:16]=[CH:15]3)[CH2:11][CH2:10]2)=[C:5]([CH3:7])[N:6]=1.[Li]CCCC.CN([CH:31]=[O:32])C.[NH4+].[Cl-]. Product: [CH3:7][C:5]1[N:6]=[C:2]([CH:31]=[O:32])[S:3][C:4]=1[CH2:8][N:9]1[CH2:14][CH2:13][C:12]2([C:22]3[C:17](=[CH:18][CH:19]=[CH:20][CH:21]=3)[CH:16]=[CH:15]2)[CH2:11][CH2:10]1. The catalyst class is: 20. (3) Reactant: [C:1]1([NH2:12])[C:6]([F:7])=[C:5]([F:8])[C:4]([F:9])=[C:3]([NH2:10])[C:2]=1[F:11].[ClH:13].Cl.[F:15][C:16]1[CH:17]=[C:18]([N:28]2[CH2:32][CH:31]([CH2:33][NH:34]C(C3C=CC=CC=3)C)[O:30][C:29]2=[O:43])[CH:19]=[CH:20][C:21]=1[N:22]1[CH2:27][CH2:26][O:25][CH2:24][CH2:23]1. Product: [C:1]1([NH2:12])[C:6]([F:7])=[C:5]([F:8])[C:4]([F:9])=[C:3]([NH2:10])[C:2]=1[F:11].[ClH:13].[ClH:13].[F:15][C:16]1[CH:17]=[C:18]([N:28]2[CH2:32][CH:31]([CH2:33][NH2:34])[O:30][C:29]2=[O:43])[CH:19]=[CH:20][C:21]=1[N:22]1[CH2:23][CH2:24][O:25][CH2:26][CH2:27]1. The catalyst class is: 563. (4) The catalyst class is: 4. Reactant: S1CCC(C2C([F:13])=CC(N3C[C@H](CN4C=C(C)N=N4)OC3=O)=CC=2F)CC1.Cl[C:29]1[CH:34]=CC=C(C(OO)=O)[CH:30]=1.[O:39]=[S:40]1(=[O:63])[CH2:45][CH:44]=[C:43]([C:46]2[CH:51]=[CH:50][C:49]([N:52]3[CH2:56][C@H:55]([CH2:57][N:58]=[N+:59]=[N-:60])[O:54][C:53]3=[O:61])=[CH:48][C:47]=2[F:62])[CH2:42][CH2:41]1.CO. Product: [O:63]=[S:40]1(=[O:39])[CH2:41][CH2:42][CH:43]([C:46]2[C:51]([F:13])=[CH:50][C:49]([N:52]3[CH2:56][C@H:55]([CH2:57][N:58]4[CH:30]=[C:29]([CH3:34])[N:60]=[N:59]4)[O:54][C:53]3=[O:61])=[CH:48][C:47]=2[F:62])[CH2:44][CH2:45]1. (5) Reactant: ON1C2C=CC=CC=2N=N1.C(N(CC)C(C)C)(C)C.C(N=C=NCCCN(C)C)C.[CH2:31]([O:38][C:39]([NH:41][C@@H:42]([CH:46]1[CH2:51][CH2:50][C:49]([F:53])([F:52])[CH2:48][CH2:47]1)[C:43]([OH:45])=O)=[O:40])[C:32]1[CH:37]=[CH:36][CH:35]=[CH:34][CH:33]=1.Cl.Cl.[O:56]1[C:65]2[C:60](=[CH:61][CH:62]=[CH:63][CH:64]=2)[C@H:59]([NH:66][C:67]([C@@H:69]2[CH2:74][N:73]3[CH2:75][C@H:76]([OH:78])[CH2:77][C@@H:72]3[CH2:71][NH:70]2)=[O:68])[CH2:58][CH2:57]1. Product: [CH2:31]([O:38][C:39](=[O:40])[NH:41][C@@H:42]([CH:46]1[CH2:51][CH2:50][C:49]([F:53])([F:52])[CH2:48][CH2:47]1)[C:43]([N:70]1[C@H:69]([C:67](=[O:68])[NH:66][C@H:59]2[C:60]3[C:65](=[CH:64][CH:63]=[CH:62][CH:61]=3)[O:56][CH2:57][CH2:58]2)[CH2:74][N:73]2[CH2:75][C@H:76]([OH:78])[CH2:77][C@@H:72]2[CH2:71]1)=[O:45])[C:32]1[CH:33]=[CH:34][CH:35]=[CH:36][CH:37]=1. The catalyst class is: 255. (6) Reactant: Br[CH2:2][C:3]([O:5][CH2:6][C:7]1[CH:12]=[CH:11][CH:10]=[CH:9][CH:8]=1)=[O:4].[CH3:13][O:14][CH2:15][CH2:16][NH:17][CH2:18][CH2:19][O:20][CH3:21]. Product: [CH3:13][O:14][CH2:15][CH2:16][N:17]([CH2:2][C:3]([O:5][CH2:6][C:7]1[CH:12]=[CH:11][CH:10]=[CH:9][CH:8]=1)=[O:4])[CH2:18][CH2:19][O:20][CH3:21]. The catalyst class is: 4. (7) Reactant: C([O:9][CH2:10][C:11]1[O:15][N:14]=[C:13]([CH3:16])[C:12]=1[C:17]1[CH:22]=[CH:21][CH:20]=[CH:19][C:18]=1[C:23](=[O:31])[C:24]1[CH:29]=[CH:28][C:27]([Cl:30])=[CH:26][CH:25]=1)(=O)C1C=CC=CC=1.C1COCC1.CO.O.[OH-].[Li+]. Product: [Cl:30][C:27]1[CH:28]=[CH:29][C:24]([C:23]([C:18]2[CH:19]=[CH:20][CH:21]=[CH:22][C:17]=2[C:12]2[C:13]([CH3:16])=[N:14][O:15][C:11]=2[CH2:10][OH:9])=[O:31])=[CH:25][CH:26]=1. The catalyst class is: 6. (8) Reactant: [Cl:1][C:2]1[CH:7]=[CH:6][C:5]([Cl:8])=[CH:4][C:3]=1[S:9][C:10]1[CH:17]=[CH:16][C:13]([C:14]#[N:15])=[CH:12][C:11]=1[N+:18]([O-])=O.S(S([O-])=O)([O-])=O.[Na+].[Na+].CCOC(C)=O. Product: [NH2:18][C:11]1[CH:12]=[C:13]([CH:16]=[CH:17][C:10]=1[S:9][C:3]1[CH:4]=[C:5]([Cl:8])[CH:6]=[CH:7][C:2]=1[Cl:1])[C:14]#[N:15]. The catalyst class is: 20.